This data is from Forward reaction prediction with 1.9M reactions from USPTO patents (1976-2016). The task is: Predict the product of the given reaction. (1) Given the reactants C(N(CC)CC)C.[CH2:8]([OH:18])[CH2:9][CH2:10][CH2:11][CH2:12][CH2:13][CH2:14][CH2:15][CH2:16][CH3:17].[C:19](Cl)(=[O:26])[C:20]1[CH:25]=[CH:24][CH:23]=[CH:22][CH:21]=1.O, predict the reaction product. The product is: [C:19]([O:18][CH2:8][CH2:9][CH2:10][CH2:11][CH2:12][CH2:13][CH2:14][CH2:15][CH2:16][CH3:17])(=[O:26])[C:20]1[CH:25]=[CH:24][CH:23]=[CH:22][CH:21]=1. (2) The product is: [CH3:9][C:4]1[CH:5]=[C:6]([C:15]([CH3:20])([CH3:14])[CH2:16][C:17]([OH:19])=[O:18])[CH:7]=[CH:8][C:3]=1[O:2][CH3:1]. Given the reactants [CH3:1][O:2][C:3]1[CH:8]=[CH:7][CH:6]=[CH:5][C:4]=1[CH3:9].[Cl-].[Al+3].[Cl-].[Cl-].[CH3:14][C:15]([CH3:20])=[CH:16][C:17]([OH:19])=[O:18], predict the reaction product. (3) Given the reactants [F:1][C:2]1[C:10]([O:11][C:12]2[C:21]3[C:16](=[CH:17][C:18]([O:24][CH2:25][C:26]4([NH2:29])[CH2:28][CH2:27]4)=[C:19]([O:22][CH3:23])[CH:20]=3)[N:15]=[CH:14][CH:13]=2)=[CH:9][CH:8]=[C:7]2[C:3]=1[CH:4]=[C:5]([CH3:30])[NH:6]2.[CH:31]1([CH:34]=O)[CH2:33][CH2:32]1.[BH4-].[Na+], predict the reaction product. The product is: [CH:31]1([CH2:34][NH:29][C:26]2([CH2:25][O:24][C:18]3[CH:17]=[C:16]4[C:21]([C:12]([O:11][C:10]5[C:2]([F:1])=[C:3]6[C:7](=[CH:8][CH:9]=5)[NH:6][C:5]([CH3:30])=[CH:4]6)=[CH:13][CH:14]=[N:15]4)=[CH:20][C:19]=3[O:22][CH3:23])[CH2:27][CH2:28]2)[CH2:33][CH2:32]1.